Task: Predict which catalyst facilitates the given reaction.. Dataset: Catalyst prediction with 721,799 reactions and 888 catalyst types from USPTO Reactant: [H-].[Na+].[CH:3]1([C:6]2[CH:10]=[CH:9][NH:8][C:7]=2[C:11]([O:13][CH2:14][CH3:15])=[O:12])[CH2:5][CH2:4]1.[N+:16](C1C=C([N+]([O-])=O)C=CC=1ON)([O-])=O.O. Product: [NH2:16][N:8]1[CH:9]=[CH:10][C:6]([CH:3]2[CH2:4][CH2:5]2)=[C:7]1[C:11]([O:13][CH2:14][CH3:15])=[O:12]. The catalyst class is: 3.